From a dataset of Reaction yield outcomes from USPTO patents with 853,638 reactions. Predict the reaction yield, written as a fraction of the theoretical maximum amount of product (1.0 means a 100% yield; for example, 0.34 means a 34% yield). (1) The reactants are [CH3:1][O:2][CH:3]([O:16][CH3:17])[C:4]1[N:5]=[C:6](Cl)[C:7]2[CH2:13][CH2:12][C:11](=[O:14])[NH:10][C:8]=2[N:9]=1. The catalyst is CO.[Pd]. The product is [CH3:17][O:16][CH:3]([O:2][CH3:1])[C:4]1[N:5]=[CH:6][C:7]2[CH2:13][CH2:12][C:11](=[O:14])[NH:10][C:8]=2[N:9]=1. The yield is 0.580. (2) The reactants are [O:1]1CCO[CH:2]1[C:6]1[CH:11]=[CH:10][C:9]([CH:12]2[C:16]3[C:17]([CH3:31])=[C:18]([NH:23][C:24](=[O:30])[CH2:25][C:26]([CH3:29])([CH3:28])[CH3:27])[C:19]([CH3:22])=[C:20]([CH3:21])[C:15]=3[O:14][CH2:13]2)=[CH:8][CH:7]=1. The catalyst is C(OCC)(=O)C.CCCCCC. The product is [CH:2]([C:6]1[CH:11]=[CH:10][C:9]([CH:12]2[C:16]3[C:17]([CH3:31])=[C:18]([NH:23][C:24](=[O:30])[CH2:25][C:26]([CH3:27])([CH3:28])[CH3:29])[C:19]([CH3:22])=[C:20]([CH3:21])[C:15]=3[O:14][CH2:13]2)=[CH:8][CH:7]=1)=[O:1]. The yield is 0.950. (3) The reactants are [Br:1][C:2]1[CH:3]=[N:4][N:5]2[CH:10]=[CH:9][C:8]([N:11]3[CH2:16][CH2:15][N:14]([C:17]([O:19][C:20]4[CH:25]=[CH:24]C([N+]([O-])=O)=C[CH:21]=4)=[O:18])[CH2:13][CH2:12]3)=[N:7][C:6]=12.[O:29]1CC[C@H](O)C1.[H-].[Na+]. The catalyst is C1COCC1.CCOC(C)=O. The product is [Br:1][C:2]1[CH:3]=[N:4][N:5]2[CH:10]=[CH:9][C:8]([N:11]3[CH2:16][CH2:15][N:14]([C:17]([O:19][C@H:20]4[CH2:25][CH2:24][O:29][CH2:21]4)=[O:18])[CH2:13][CH2:12]3)=[N:7][C:6]=12. The yield is 0.760. (4) The reactants are Cl[C:2]1[CH:7]=[C:6]([Cl:8])[C:5]([CH:9]([F:11])[F:10])=[CH:4][N:3]=1.CC1(C)OB([C:18]2[CH:19]=[N:20][C:21]([C:24]([F:27])([F:26])[F:25])=[N:22][CH:23]=2)OC1(C)C.C(=O)([O-])[O-].[K+].[K+].C(Cl)Cl. The catalyst is C1C=CC(P(C2C=CC=CC=2)[C-]2C=CC=C2)=CC=1.C1C=CC(P(C2C=CC=CC=2)[C-]2C=CC=C2)=CC=1.Cl[Pd]Cl.[Fe+2].O.O1CCOCC1. The product is [Cl:8][C:6]1[C:5]([CH:9]([F:11])[F:10])=[CH:4][N:3]=[C:2]([C:18]2[CH:19]=[N:20][C:21]([C:24]([F:27])([F:26])[F:25])=[N:22][CH:23]=2)[CH:7]=1. The yield is 0.500. (5) The reactants are [CH3:1][C:2]([CH3:40])([CH3:39])[C:3](=O)[CH2:4][N:5]1[C:10](=[O:11])[C:9]([CH2:12][C:13]2[CH:18]=[CH:17][C:16]([C:19]3[CH:24]=[CH:23][CH:22]=[CH:21][C:20]=3[C:25]3[NH:29][C:28](=[O:30])[O:27][N:26]=3)=[CH:15][CH:14]=2)=[C:8]([CH2:31][CH2:32][CH3:33])[N:7]2[N:34]=[C:35]([CH3:37])[N:36]=[C:6]12.Cl.[NH2:42][O:43][CH2:44][CH3:45].N1C=CC=CC=1.Cl. The catalyst is O.C(OCC)(=O)C. The product is [CH2:44]([O:43]/[N:42]=[C:3](\[C:2]([CH3:39])([CH3:40])[CH3:1])/[CH2:4][N:5]1[C:10](=[O:11])[C:9]([CH2:12][C:13]2[CH:14]=[CH:15][C:16]([C:19]3[CH:24]=[CH:23][CH:22]=[CH:21][C:20]=3[C:25]3[NH:29][C:28](=[O:30])[O:27][N:26]=3)=[CH:17][CH:18]=2)=[C:8]([CH2:31][CH2:32][CH3:33])[N:7]2[N:34]=[C:35]([CH3:37])[N:36]=[C:6]12)[CH3:45]. The yield is 0.0700. (6) The reactants are C[O:2][C:3](=[O:32])[CH:4]([O:27][C:28]([CH3:31])([CH3:30])[CH3:29])[C:5]1[N:6]([CH3:26])[C:7](=[O:25])[C:8]2[C:13]([C:14]=1[C:15]1[CH:20]=[C:19]([CH3:21])[C:18]([O:22][CH3:23])=[C:17]([CH3:24])[CH:16]=1)=[CH:12][CH:11]=[CH:10][CH:9]=2.[Li+].[OH-]. The catalyst is C1COCC1. The product is [C:28]([O:27][CH:4]([C:5]1[N:6]([CH3:26])[C:7](=[O:25])[C:8]2[C:13]([C:14]=1[C:15]1[CH:20]=[C:19]([CH3:21])[C:18]([O:22][CH3:23])=[C:17]([CH3:24])[CH:16]=1)=[CH:12][CH:11]=[CH:10][CH:9]=2)[C:3]([OH:32])=[O:2])([CH3:31])([CH3:30])[CH3:29]. The yield is 0.580. (7) The reactants are [Br:1][C:2]1[CH:7]=[CH:6][C:5]([O:8][CH2:9][CH2:10]Br)=[CH:4][CH:3]=1.CC([O-])(C)C.[K+]. The catalyst is C1COCC1.O. The product is [Br:1][C:2]1[CH:7]=[CH:6][C:5]([O:8][CH:9]=[CH2:10])=[CH:4][CH:3]=1. The yield is 0.580. (8) The reactants are [Si:1]([O:8][CH2:9][C:10]1[CH:11]=[C:12]([CH:15]([C:17]2[C:18]([Cl:23])=[N:19][CH:20]=[N:21][CH:22]=2)[OH:16])[O:13][CH:14]=1)([C:4]([CH3:7])([CH3:6])[CH3:5])([CH3:3])[CH3:2]. The catalyst is C(Cl)Cl.O=[Mn]=O. The product is [Si:1]([O:8][CH2:9][C:10]1[CH:11]=[C:12]([C:15]([C:17]2[C:18]([Cl:23])=[N:19][CH:20]=[N:21][CH:22]=2)=[O:16])[O:13][CH:14]=1)([C:4]([CH3:7])([CH3:5])[CH3:6])([CH3:3])[CH3:2]. The yield is 0.910. (9) The reactants are [CH3:1][C:2]1[N:7]=[C:6]([NH2:8])[N:5]=[C:4]([NH:9][CH:10]2[CH2:14][CH2:13][O:12][CH2:11]2)[CH:3]=1.[I:15]Cl.S([O-])([O-])(=O)=S.[Na+].[Na+]. The catalyst is CO. The product is [I:15][C:3]1[C:4]([NH:9][CH:10]2[CH2:14][CH2:13][O:12][CH2:11]2)=[N:5][C:6]([NH2:8])=[N:7][C:2]=1[CH3:1]. The yield is 0.140. (10) The reactants are CCN(S(F)(F)[F:7])CC.O[C@@H:11]1[CH2:15][CH2:14][N:13]([C:16]([O:18][C:19]([CH3:22])([CH3:21])[CH3:20])=[O:17])[C@@H:12]1[C:23](=[O:42])[NH:24][CH2:25][C:26]1[CH:31]=[C:30]([C:32]2[CH:33]=[N:34][C:35]([C:38]([F:41])([F:40])[F:39])=[CH:36][CH:37]=2)[N:29]=[CH:28][N:27]=1. The catalyst is C(Cl)Cl. The product is [F:7][C@H:11]1[CH2:15][CH2:14][N:13]([C:16]([O:18][C:19]([CH3:21])([CH3:20])[CH3:22])=[O:17])[C@@H:12]1[C:23](=[O:42])[NH:24][CH2:25][C:26]1[CH:31]=[C:30]([C:32]2[CH:33]=[N:34][C:35]([C:38]([F:40])([F:39])[F:41])=[CH:36][CH:37]=2)[N:29]=[CH:28][N:27]=1. The yield is 0.420.